This data is from Reaction yield outcomes from USPTO patents with 853,638 reactions. The task is: Predict the reaction yield, written as a fraction of the theoretical maximum amount of product (1.0 means a 100% yield; for example, 0.34 means a 34% yield). (1) The reactants are [CH3:1][O:2][C:3]1[CH:4]=[C:5]2[C:10](=[CH:11][C:12]=1[O:13][CH3:14])[N:9]=[CH:8][CH:7]=[C:6]2[O:15][C:16]1[CH:22]=[CH:21][C:19]([NH2:20])=[C:18]([F:23])[CH:17]=1.C(O)C.[N+:27]([C:30]1[CH:35]=[CH:34][C:33]([C:36]([N:38]=[C:39]=[S:40])=[O:37])=[CH:32][CH:31]=1)([O-:29])=[O:28]. The catalyst is C1(C)C=CC=CC=1. The product is [CH3:1][O:2][C:3]1[CH:4]=[C:5]2[C:10](=[CH:11][C:12]=1[O:13][CH3:14])[N:9]=[CH:8][CH:7]=[C:6]2[O:15][C:16]1[CH:22]=[CH:21][C:19]([NH:20][C:39]([NH:38][C:36](=[O:37])[C:33]2[CH:32]=[CH:31][C:30]([N+:27]([O-:29])=[O:28])=[CH:35][CH:34]=2)=[S:40])=[C:18]([F:23])[CH:17]=1. The yield is 0.900. (2) The reactants are [F:1][C:2]1[CH:3]=[C:4]([C:10]2[C:15]([C:16]3[CH:21]=[CH:20][C:19]([O:22][CH3:23])=[CH:18][CH:17]=3)=[N:14][NH:13][C:12](=[O:24])[CH:11]=2)[CH:5]=[CH:6][C:7]=1[O:8][CH3:9].[CH2:25](Br)[C:26]1[CH:31]=[CH:30][CH:29]=[CH:28][CH:27]=1. No catalyst specified. The product is [CH2:25]([N:13]1[C:12](=[O:24])[CH:11]=[C:10]([C:4]2[CH:5]=[CH:6][C:7]([O:8][CH3:9])=[C:2]([F:1])[CH:3]=2)[C:15]([C:16]2[CH:17]=[CH:18][C:19]([O:22][CH3:23])=[CH:20][CH:21]=2)=[N:14]1)[C:26]1[CH:31]=[CH:30][CH:29]=[CH:28][CH:27]=1. The yield is 0.956. (3) The reactants are [CH:1]([NH:4][CH2:5][C:6]1[C:7]([O:12][CH2:13][CH2:14][CH2:15][CH2:16][CH2:17][C:18]([O:20][CH2:21][CH3:22])=[O:19])=[N:8][CH:9]=[CH:10][CH:11]=1)([CH3:3])[CH3:2].[O:23]1[CH:27]=[CH:26][CH:25]=[C:24]1[C:28]1[CH:36]=[CH:35][C:31]([C:32](O)=[O:33])=[CH:30][CH:29]=1.CCN=C=NCCCN(C)C.Cl.C1C=CC2N(O)N=NC=2C=1.C(N(CC)CC)C. The catalyst is CN(C=O)C.O. The product is [O:23]1[CH:27]=[CH:26][CH:25]=[C:24]1[C:28]1[CH:36]=[CH:35][C:31]([C:32]([N:4]([CH2:5][C:6]2[C:7]([O:12][CH2:13][CH2:14][CH2:15][CH2:16][CH2:17][C:18]([O:20][CH2:21][CH3:22])=[O:19])=[N:8][CH:9]=[CH:10][CH:11]=2)[CH:1]([CH3:3])[CH3:2])=[O:33])=[CH:30][CH:29]=1. The yield is 0.539. (4) The reactants are [C:1]([O:5][C:6]([N:8]1[C:16]2[C:11](=[CH:12][C:13]([N+:17]([O-])=O)=[CH:14][CH:15]=2)[CH:10]=[C:9]1[CH3:20])=[O:7])([CH3:4])([CH3:3])[CH3:2]. The catalyst is C(OCC)(=O)C. The product is [C:1]([O:5][C:6]([N:8]1[C:16]2[C:11](=[CH:12][C:13]([NH2:17])=[CH:14][CH:15]=2)[CH:10]=[C:9]1[CH3:20])=[O:7])([CH3:4])([CH3:3])[CH3:2]. The yield is 0.700. (5) The yield is 0.610. No catalyst specified. The reactants are [CH3:1][O:2][C:3]1[CH:4]=[C:5]2[C:10](=[CH:11][CH:12]=1)[N:9]=[C:8](O)[CH:7]=[C:6]2[NH:14][C:15]1[CH:20]=[CH:19][C:18]([Cl:21])=[C:17]([Cl:22])[CH:16]=1.O=P(Cl)(Cl)[Cl:25]. The product is [CH3:1][O:2][C:3]1[CH:4]=[C:5]2[C:10](=[CH:11][CH:12]=1)[N:9]=[C:8]([Cl:25])[CH:7]=[C:6]2[NH:14][C:15]1[CH:20]=[CH:19][C:18]([Cl:21])=[C:17]([Cl:22])[CH:16]=1. (6) The reactants are Cl.[C:2]([NH2:10])(=[NH:9])[C:3]1[CH:8]=[CH:7][CH:6]=[N:5][CH:4]=1.[Na].[CH3:12][O:13][C:14](=[O:23])[C:15]([CH:18](OC)OC)=[CH:16]O.O. The catalyst is CN(C=O)C. The product is [CH3:12][O:13][C:14]([C:15]1[CH:16]=[N:9][C:2]([C:3]2[CH:4]=[N:5][CH:6]=[CH:7][CH:8]=2)=[N:10][CH:18]=1)=[O:23]. The yield is 0.510. (7) The product is [CH2:49]([O:51][C:52](=[O:56])[CH2:53][N:54]([C:10](=[O:11])[C@@H:9]([NH:8][C:6]([O:5][C:1]([CH3:3])([CH3:2])[CH3:4])=[O:7])[CH2:13][NH:14][S:15]([C:18]1[CH:23]=[CH:22][CH:21]=[CH:20][C:19]=1[N+:24]([O-:26])=[O:25])(=[O:16])=[O:17])[CH3:55])[CH3:50]. The catalyst is CN(C=O)C.C(Cl)(Cl)Cl. The yield is 0.910. The reactants are [C:1]([O:5][C:6]([NH:8][C@@H:9]([CH2:13][NH:14][S:15]([C:18]1[CH:23]=[CH:22][CH:21]=[CH:20][C:19]=1[N+:24]([O-:26])=[O:25])(=[O:17])=[O:16])[C:10](O)=[O:11])=[O:7])([CH3:4])([CH3:3])[CH3:2].C1C=CC2N(O)N=NC=2C=1.CCN=C=NCCCN(C)C.Cl.[CH2:49]([O:51][C:52](=[O:56])[CH2:53][NH:54][CH3:55])[CH3:50]. (8) The reactants are [OH:1][C:2]1[CH:11]=[CH:10][C:5]2[O:6][CH2:7][CH2:8][O:9][C:4]=2[CH:3]=1.[Cl:12]N1C(=O)CCC1=O. The catalyst is CN(C)C=O. The product is [Cl:12][C:11]1[C:2]([OH:1])=[CH:3][C:4]2[O:9][CH2:8][CH2:7][O:6][C:5]=2[CH:10]=1. The yield is 0.960. (9) The reactants are [Cl:1][C:2]1[N:6]([CH3:7])[N:5]=[CH:4][C:3]=1[C:8](Cl)=[O:9].[NH2:11][C:12]1[CH:13]=[C:14]([CH:27]=[CH:28][CH:29]=1)[C:15]([C:17]1[CH:25]=[C:24]2[C:20]([CH2:21][C:22](=[O:26])[NH:23]2)=[CH:19][CH:18]=1)=[O:16]. The catalyst is C1COCC1. The product is [O:26]=[C:22]1[CH2:21][C:20]2[C:24](=[CH:25][C:17]([C:15]([C:14]3[CH:13]=[C:12]([NH:11][C:8]([C:3]4[CH:4]=[N:5][N:6]([CH3:7])[C:2]=4[Cl:1])=[O:9])[CH:29]=[CH:28][CH:27]=3)=[O:16])=[CH:18][CH:19]=2)[NH:23]1. The yield is 0.710.